Dataset: Forward reaction prediction with 1.9M reactions from USPTO patents (1976-2016). Task: Predict the product of the given reaction. (1) Given the reactants [C:1]([C@H:5]1[CH2:10][CH2:9][C@H:8]([N:11]([C:28](=[O:40])[C:29]2[CH:34]=[CH:33][C:32]([O:35][C:36]([F:39])([F:38])[F:37])=[CH:31][CH:30]=2)[CH:12]2[C:20]3[C:15](=[CH:16][C:17]([C:21](OCCCC)=[O:22])=[CH:18][CH:19]=3)[CH2:14][CH2:13]2)[CH2:7][CH2:6]1)([CH3:4])([CH3:3])[CH3:2].[Li+].[OH-].[NH2:43][C:44]1[NH:48][N:47]=[N:46][N:45]=1, predict the reaction product. The product is: [C:1]([C@H:5]1[CH2:10][CH2:9][C@H:8]([N:11]([C:28](=[O:40])[C:29]2[CH:34]=[CH:33][C:32]([O:35][C:36]([F:39])([F:38])[F:37])=[CH:31][CH:30]=2)[CH:12]2[C:20]3[C:15](=[CH:16][C:17]([C:21]([NH:43][C:44]4[NH:48][N:47]=[N:46][N:45]=4)=[O:22])=[CH:18][CH:19]=3)[CH2:14][CH2:13]2)[CH2:7][CH2:6]1)([CH3:4])([CH3:3])[CH3:2]. (2) Given the reactants [F-].C([N+](CCCC)(CCCC)CCCC)CCC.[Si]([O:26][C:27]1([C:41]2[S:42][C:43]([C:46]3[CH:51]=[C:50]([CH3:52])[CH:49]=[C:48]([NH:53][C:54]4[CH:59]=[C:58]([CH:60]([F:62])[CH3:61])[CH:57]=[CH:56][N:55]=4)[N:47]=3)=[CH:44][N:45]=2)[CH2:36][CH2:35][CH2:34][C:33]2[CH:32]=[C:31]([C:37]([O:39][CH3:40])=[O:38])[CH:30]=[CH:29][C:28]1=2)(C(C)(C)C)(C)C, predict the reaction product. The product is: [F:62][CH:60]([C:58]1[CH:57]=[CH:56][N:55]=[C:54]([NH:53][C:48]2[N:47]=[C:46]([C:43]3[S:42][C:41]([C:27]4([OH:26])[CH2:36][CH2:35][CH2:34][C:33]5[CH:32]=[C:31]([C:37]([O:39][CH3:40])=[O:38])[CH:30]=[CH:29][C:28]4=5)=[N:45][CH:44]=3)[CH:51]=[C:50]([CH3:52])[CH:49]=2)[CH:59]=1)[CH3:61]. (3) Given the reactants COC1C=CC(C[O:8][C:9]2[N:18]=[C:17]([O:19]CC3C=CC(OC)=CC=3)[C:16]3[C:11](=[CH:12][C:13]([N:29]4[CH2:34][CH2:33][O:32][CH2:31][CH2:30]4)=[CH:14][CH:15]=3)[N:10]=2)=CC=1, predict the reaction product. The product is: [N:29]1([C:13]2[CH:12]=[C:11]3[C:16]([C:17](=[O:19])[NH:18][C:9](=[O:8])[NH:10]3)=[CH:15][CH:14]=2)[CH2:34][CH2:33][O:32][CH2:31][CH2:30]1. (4) The product is: [CH3:1][N:2]1[C:9](=[O:10])[CH:8]([CH:11]=[O:12])[C:6](=[O:7])[NH:5][C:3]1=[O:4]. Given the reactants [CH3:1][N:2]1[C:9](=[O:10])[CH2:8][C:6](=[O:7])[NH:5][C:3]1=[O:4].[CH:11]([O-])([O-])[O:12]CC, predict the reaction product. (5) Given the reactants [CH3:1][C@@H:2]1[CH2:7][NH:6][C@@H:5]([CH3:8])[CH2:4][N:3]1[C:9]1[CH:14]=[CH:13][C:12]([O:15][CH2:16][CH2:17][CH2:18][N:19]2[CH2:24][CH2:23][CH2:22][CH2:21][CH2:20]2)=[CH:11][CH:10]=1.[C:25]([C:27]1[CH:35]=[CH:34][C:30]([C:31](O)=[O:32])=[CH:29][CH:28]=1)#[N:26], predict the reaction product. The product is: [CH3:8][C@H:5]1[CH2:4][N:3]([C:9]2[CH:10]=[CH:11][C:12]([O:15][CH2:16][CH2:17][CH2:18][N:19]3[CH2:24][CH2:23][CH2:22][CH2:21][CH2:20]3)=[CH:13][CH:14]=2)[C@H:2]([CH3:1])[CH2:7][N:6]1[C:31]([C:30]1[CH:34]=[CH:35][C:27]([C:25]#[N:26])=[CH:28][CH:29]=1)=[O:32]. (6) The product is: [F:1][C:2]1[CH:3]=[CH:4][C:5]([C:8]2[N:12]([CH3:13])[N:11]=[CH:10][C:9]=2/[CH:14]=[CH:26]/[C:27]([OH:29])=[O:28])=[CH:6][CH:7]=1. Given the reactants [F:1][C:2]1[CH:7]=[CH:6][C:5]([C:8]2[N:12]([CH3:13])[N:11]=[CH:10][C:9]=2[CH:14]=O)=[CH:4][CH:3]=1.[H-].[Na+].C(OP([CH2:26][C:27]([O:29]CC)=[O:28])(OCC)=O)C.CN(C)C=O, predict the reaction product.